Dataset: Full USPTO retrosynthesis dataset with 1.9M reactions from patents (1976-2016). Task: Predict the reactants needed to synthesize the given product. Given the product [CH3:1][O:2][C:3]1[CH:8]=[C:7]([CH:14]=[CH2:15])[CH:6]=[CH:5][C:4]=1[N+:10]([O-:12])=[O:11], predict the reactants needed to synthesize it. The reactants are: [CH3:1][O:2][C:3]1[CH:8]=[C:7](Br)[CH:6]=[CH:5][C:4]=1[N+:10]([O-:12])=[O:11].O.[CH2:14](O)[CH2:15]C.